From a dataset of Full USPTO retrosynthesis dataset with 1.9M reactions from patents (1976-2016). Predict the reactants needed to synthesize the given product. (1) The reactants are: [CH3:1][N:2]1[CH2:7][CH2:6][N:5]([C:8]2[C:9]([CH2:14][O:15][C:16]3[CH:25]=[CH:24][C:19]([C:20]([O:22]C)=[O:21])=[CH:18][CH:17]=3)=[N:10][CH:11]=[CH:12][CH:13]=2)[CH2:4][CH2:3]1.[Li+].[OH-]. Given the product [CH3:1][N:2]1[CH2:7][CH2:6][N:5]([C:8]2[C:9]([CH2:14][O:15][C:16]3[CH:25]=[CH:24][C:19]([C:20]([OH:22])=[O:21])=[CH:18][CH:17]=3)=[N:10][CH:11]=[CH:12][CH:13]=2)[CH2:4][CH2:3]1, predict the reactants needed to synthesize it. (2) Given the product [CH3:17][O:16][C:13]1[CH:14]=[C:15]2[C:10]([CH2:9][CH2:8][NH:6][C:7]2=[O:24])=[CH:11][CH:12]=1, predict the reactants needed to synthesize it. The reactants are: CS(O/[N:6]=[C:7]1\[CH2:8][CH2:9][C:10]2[C:15]\1=[CH:14][C:13]([O:16][CH3:17])=[CH:12][CH:11]=2)(=O)=O.B(F)(F)F.CS(Cl)(=O)=[O:24].C(Cl)Cl. (3) Given the product [NH2:17][C:15]1[N:14]=[CH:13][N:12]=[C:11]2[N:10]([CH:25]([C:23]3[C:22]([O:28][CH3:29])=[C:21]([C:30]4[CH:31]=[CH:32][C:33]([C:36]([N:38]([CH3:39])[CH3:40])=[O:37])=[N:34][CH:35]=4)[C:20]([C:41]#[N:42])=[C:19]([Cl:18])[CH:24]=3)[CH3:26])[N:9]=[C:8]([CH3:7])[C:16]=12, predict the reactants needed to synthesize it. The reactants are: C(=O)([O-])[O-].[Cs+].[Cs+].[CH3:7][C:8]1[C:16]2[C:11](=[N:12][CH:13]=[N:14][C:15]=2[NH2:17])[NH:10][N:9]=1.[Cl:18][C:19]1[C:20]([C:41]#[N:42])=[C:21]([C:30]2[CH:31]=[CH:32][C:33]([C:36]([N:38]([CH3:40])[CH3:39])=[O:37])=[N:34][CH:35]=2)[C:22]([O:28][CH3:29])=[C:23]([CH:25](Cl)[CH3:26])[CH:24]=1. (4) Given the product [NH2:11][CH2:10][C:7]1[N:6]=[CH:5][C:4]([CH2:3][OH:2])=[CH:9][CH:8]=1, predict the reactants needed to synthesize it. The reactants are: C[O:2][C:3](=O)[C:4]1[CH:9]=[CH:8][C:7]([CH2:10][N:11]=[N+]=[N-])=[N:6][CH:5]=1.[H-].[Al+3].[Li+].[H-].[H-].[H-].[C@H](O)(C([O-])=O)[C@@H](O)C([O-])=O.[Na+].[K+].